This data is from Catalyst prediction with 721,799 reactions and 888 catalyst types from USPTO. The task is: Predict which catalyst facilitates the given reaction. (1) Reactant: C(Cl)(=O)C(Cl)=O.[CH:7]([C:10]1[NH:14][N:13]=[C:12]([C:15](O)=[O:16])[C:11]=1[N+:18]([O-:20])=[O:19])([CH3:9])[CH3:8].C[N:22](C)C=O. Product: [CH:7]([C:10]1[NH:14][N:13]=[C:12]([C:15]([NH2:22])=[O:16])[C:11]=1[N+:18]([O-:20])=[O:19])([CH3:9])[CH3:8]. The catalyst class is: 4. (2) Reactant: Br[C:2]1[CH:3]=[C:4](C(OC)=O)[CH:5]=[N:6][C:7]=1Cl.[C:13]([O-:16])([O-])=[O:14].[K+].[K+].[CH3:19]B1OB(C)OB(C)O1.O1[CH2:33][CH2:32]OCC1. Product: [CH3:7][C:2]1[CH:3]=[C:4]([C:13]([O:16][CH3:19])=[O:14])[CH:5]=[N:6][C:32]=1[CH3:33]. The catalyst class is: 73. (3) Reactant: [OH:1][C:2]1[CH:3]=[C:4]([CH:7]=[CH:8][C:9]=1[I:10])[C:5]#[N:6].I[CH3:12].[H-].[Na+]. Product: [I:10][C:9]1[CH:8]=[CH:7][C:4]([C:5]#[N:6])=[CH:3][C:2]=1[O:1][CH3:12]. The catalyst class is: 9.